The task is: Predict the reaction yield, written as a fraction of the theoretical maximum amount of product (1.0 means a 100% yield; for example, 0.34 means a 34% yield).. This data is from Reaction yield outcomes from USPTO patents with 853,638 reactions. (1) The reactants are [N:1]1[CH2:2][CH:3]=[CH:4][CH:5]=[CH:6][C:7]=1[NH2:8].Cl.C(=O)([O-])[O-].[K+].[K+].[N:16]1[CH:21]=[CH:20][C:19]([C:22](=O)[CH2:23][C:24](OCC)=[O:25])=[N:18][CH:17]=1. The catalyst is C(O)C. The product is [N:16]1[CH:21]=[CH:20][C:19]([C:22]2[N:8]=[C:7]3[CH2:6][CH2:5][CH2:4][CH2:3][CH2:2][N:1]3[C:24](=[O:25])[CH:23]=2)=[N:18][CH:17]=1. The yield is 0.280. (2) The reactants are COC1C=CC(C[N:8]2[CH:12]=[C:11]([C:13]3[N:17]=[C:16]([NH:18][C:19]4[CH:24]=[CH:23][CH:22]=[CH:21][N:20]=4)[S:15][N:14]=3)[C:10]([CH2:25][CH2:26][CH3:27])=[N:9]2)=CC=1.COC1C=CC(CN2C(CCC)=C(C3N=C(NC4C=CC=CN=4)SN=3)C=N2)=CC=1. The catalyst is C(O)(C(F)(F)F)=O.ClC(Cl)C. The product is [CH2:25]([C:10]1[C:11]([C:13]2[N:17]=[C:16]([NH:18][C:19]3[CH:24]=[CH:23][CH:22]=[CH:21][N:20]=3)[S:15][N:14]=2)=[CH:12][NH:8][N:9]=1)[CH2:26][CH3:27]. The yield is 0.620. (3) The reactants are [CH:1]1[C:11]2[CH:10]=[CH:9][C:8]3[CH:12]=[CH:13][CH:14]=[CH:15][C:7]=3[N:6]([CH2:16][CH2:17][OH:18])[C:5]=2[CH:4]=[CH:3][CH:2]=1.[C:32]1(P([C:32]2[CH:37]=[CH:36][CH:35]=[CH:34][CH:33]=2)[C:32]2[CH:37]=[CH:36][CH:35]=[CH:34][CH:33]=2)[CH:37]=[CH:36][CH:35]=[CH:34][CH:33]=1.C[CH2:39][O:40]C(/N=N/C(OCC)=O)=O.[CH3:50][O:51][C:52](=[O:78])[C@@H:53]([NH:62][C:63]1[CH:68]=[CH:67][CH:66]=[CH:65][C:64]=1OC(=O)C1C=CC=CC=1)[CH2:54][C:55]1[CH:60]=[CH:59][C:58](O)=[CH:57][CH:56]=1. The catalyst is C1COCC1.O. The product is [CH3:50][O:51][C:52](=[O:78])[C@@H:53]([NH:62][C:63]1[CH:68]=[CH:67][CH:66]=[CH:65][C:64]=1[C:39](=[O:40])[C:32]1[CH:33]=[CH:34][CH:35]=[CH:36][CH:37]=1)[CH2:54][C:55]1[CH:56]=[CH:57][C:58]([O:18][CH2:17][CH2:16][N:6]2[C:7]3[CH:15]=[CH:14][CH:13]=[CH:12][C:8]=3[CH:9]=[CH:10][C:11]3[CH:1]=[CH:2][CH:3]=[CH:4][C:5]2=3)=[CH:59][CH:60]=1. The yield is 0.730. (4) The reactants are [C:1]([C:3]1[CH:8]=[CH:7][C:6]([C:9]2([O:12][CH:13]([CH3:15])[CH3:14])[CH2:11][CH2:10]2)=[CH:5][CH:4]=1)#[CH:2].[CH2:16]([O:18][C:19](=[O:27])[C:20]1[CH:25]=[CH:24][C:23](I)=[CH:22][CH:21]=1)[CH3:17]. The catalyst is C(N(CC)CC)C.[Cu]I.Cl[Pd](Cl)([P](C1C=CC=CC=1)(C1C=CC=CC=1)C1C=CC=CC=1)[P](C1C=CC=CC=1)(C1C=CC=CC=1)C1C=CC=CC=1. The product is [CH:13]([O:12][C:9]1([C:6]2[CH:7]=[CH:8][C:3]([C:1]#[C:2][C:23]3[CH:24]=[CH:25][C:20]([C:19]([O:18][CH2:16][CH3:17])=[O:27])=[CH:21][CH:22]=3)=[CH:4][CH:5]=2)[CH2:10][CH2:11]1)([CH3:15])[CH3:14]. The yield is 0.760. (5) The reactants are [C:1]([O:9]CC)(=O)[CH2:2][C:3]([O:5][CH2:6][CH3:7])=[O:4].[H-].[Na+].[H][H].[CH3:16][N:17]1C(=O)O[C:20](=[O:21])[C:19]2=[CH:25][CH:26]=[CH:27][CH:28]=[C:18]12.Cl. The yield is 0.670. The product is [CH2:6]([O:5][C:3]([C:2]1[C:1](=[O:9])[N:17]([CH3:16])[C:18]2[C:19]([C:20]=1[OH:21])=[CH:25][CH:26]=[CH:27][CH:28]=2)=[O:4])[CH3:7]. The catalyst is CC(N(C)C)=O. (6) The reactants are [Cl:1][C:2]1[N:7]=[C:6]([CH:8]=[O:9])[CH:5]=[C:4]([CH2:10][O:11][CH2:12][C:13]([F:16])([F:15])[F:14])[N:3]=1.[BH4-].[Na+].CC(C)=O.C(Cl)(Cl)Cl. The catalyst is C(O)C. The product is [Cl:1][C:2]1[N:7]=[C:6]([CH2:8][OH:9])[CH:5]=[C:4]([CH2:10][O:11][CH2:12][C:13]([F:16])([F:14])[F:15])[N:3]=1. The yield is 0.580. (7) The reactants are [N:1]([C@@H:4]1[C@@H:8]([N:9]=[N+]=[N-])[CH2:7][N:6]([C:12]([O:14][CH2:15][C:16]2[CH:21]=[CH:20][CH:19]=[CH:18][CH:17]=2)=[O:13])[CH2:5]1)=[N+]=[N-].[H][H]. The catalyst is C(OCC)(=O)C.[Pd].CC([O-])=O.CC([O-])=O.[Pb+2]. The product is [NH2:1][C@@H:4]1[C@@H:8]([NH2:9])[CH2:7][N:6]([C:12]([O:14][CH2:15][C:16]2[CH:21]=[CH:20][CH:19]=[CH:18][CH:17]=2)=[O:13])[CH2:5]1. The yield is 0.940.